Dataset: Catalyst prediction with 721,799 reactions and 888 catalyst types from USPTO. Task: Predict which catalyst facilitates the given reaction. (1) Reactant: [F:1][C:2]1[CH:7]=[CH:6][CH:5]=[CH:4][C:3]=1[C:8]1[N:17]([NH:18][CH2:19][C:20]2[CH:29]=[CH:28][C:23]([C:24]([O:26]C)=[O:25])=[CH:22][CH:21]=2)[C:16](=[O:30])[C:15]2[C:10](=[CH:11][CH:12]=[CH:13][CH:14]=2)[N:9]=1.FC(F)(F)C(O)=O. Product: [F:1][C:2]1[CH:7]=[CH:6][CH:5]=[CH:4][C:3]=1[C:8]1[N:17]([NH:18][CH2:19][C:20]2[CH:21]=[CH:22][C:23]([C:24]([OH:26])=[O:25])=[CH:28][CH:29]=2)[C:16](=[O:30])[C:15]2[C:10](=[CH:11][CH:12]=[CH:13][CH:14]=2)[N:9]=1. The catalyst class is: 4. (2) Reactant: [Br:1]Br.[C:3]([C:6]1[CH:7]=[C:8]([C:24]([NH:26][CH2:27][C:28]2[CH:33]=[CH:32][C:31]([S:34]([CH3:37])(=[O:36])=[O:35])=[CH:30][CH:29]=2)=[O:25])[C:9](=[O:23])[N:10]([C:13]2[CH:18]=[CH:17][CH:16]=[C:15]([C:19]([F:22])([F:21])[F:20])[CH:14]=2)[C:11]=1[CH3:12])(=[O:5])[CH3:4]. Product: [Br:1][CH2:4][C:3]([C:6]1[CH:7]=[C:8]([C:24]([NH:26][CH2:27][C:28]2[CH:33]=[CH:32][C:31]([S:34]([CH3:37])(=[O:36])=[O:35])=[CH:30][CH:29]=2)=[O:25])[C:9](=[O:23])[N:10]([C:13]2[CH:18]=[CH:17][CH:16]=[C:15]([C:19]([F:22])([F:21])[F:20])[CH:14]=2)[C:11]=1[CH3:12])=[O:5]. The catalyst class is: 1. (3) Reactant: [Br:1][CH2:2][CH2:3][CH2:4][CH2:5][N:6]([O:18][C:19]([C:32]1[CH:37]=[CH:36][CH:35]=[CH:34][CH:33]=1)([C:26]1[CH:31]=[CH:30][CH:29]=[CH:28][CH:27]=1)[C:20]1[CH:25]=[CH:24][CH:23]=[CH:22][CH:21]=1)[C:7](=[O:17])[CH2:8][S:9][C:10]1[CH:15]=[CH:14][C:13]([F:16])=[CH:12][CH:11]=1.C1C=C(Cl)C=C(C(OO)=[O:46])C=1.[OH2:49]. Product: [Br:1][CH2:2][CH2:3][CH2:4][CH2:5][N:6]([O:18][C:19]([C:32]1[CH:37]=[CH:36][CH:35]=[CH:34][CH:33]=1)([C:26]1[CH:27]=[CH:28][CH:29]=[CH:30][CH:31]=1)[C:20]1[CH:21]=[CH:22][CH:23]=[CH:24][CH:25]=1)[C:7](=[O:17])[CH2:8][S:9]([C:10]1[CH:15]=[CH:14][C:13]([F:16])=[CH:12][CH:11]=1)(=[O:46])=[O:49]. The catalyst class is: 2. (4) The catalyst class is: 35. Product: [CH2:27]([O:26][C:24](=[O:25])[C:23]([S:1][C:2]1[C:11]([N+:12]([O-:14])=[O:13])=[CH:10][C:5]([C:6]([O:8][CH3:9])=[O:7])=[C:4]([CH3:15])[CH:3]=1)([CH3:30])[CH3:29])[CH3:28]. Reactant: [SH:1][C:2]1[C:11]([N+:12]([O-:14])=[O:13])=[CH:10][C:5]([C:6]([O:8][CH3:9])=[O:7])=[C:4]([CH3:15])[CH:3]=1.C(=O)([O-])[O-].[K+].[K+].Br[C:23]([CH3:30])([CH3:29])[C:24]([O:26][CH2:27][CH3:28])=[O:25].Cl. (5) Reactant: [N:1]1[C:10]2[C:5](=[CH:6][CH:7]=[C:8]([C:11]([O:13][CH2:14][CH3:15])=[O:12])[CH:9]=2)[CH:4]=[CH:3][CH:2]=1.C(OO)(=[O:18])C. Product: [CH2:14]([O:13][C:11]([C:8]1[CH:9]=[C:10]2[C:5]([CH:4]=[CH:3][CH:2]=[N+:1]2[O-:18])=[CH:6][CH:7]=1)=[O:12])[CH3:15]. The catalyst class is: 4. (6) Reactant: [Cl:1][C:2]1[CH:3]=[C:4]([C:10]2[CH:11]=[C:12]3[C:17](=[CH:18][CH:19]=2)[N:16]=[CH:15][C:14]([C:20](=[O:24])[CH2:21][CH2:22][CH3:23])=[C:13]3[NH:25][C:26]2[CH:31]=[CH:30][C:29]([CH2:32][N:33]([CH3:35])[CH3:34])=[CH:28][CH:27]=2)[CH:5]=[C:6]([Cl:9])[C:7]=1[OH:8].[ClH:36].CCOCC. Product: [ClH:1].[ClH:36].[Cl:1][C:2]1[CH:3]=[C:4]([C:10]2[CH:11]=[C:12]3[C:17](=[CH:18][CH:19]=2)[N:16]=[CH:15][C:14]([C:20](=[O:24])[CH2:21][CH2:22][CH3:23])=[C:13]3[NH:25][C:26]2[CH:27]=[CH:28][C:29]([CH2:32][N:33]([CH3:35])[CH3:34])=[CH:30][CH:31]=2)[CH:5]=[C:6]([Cl:9])[C:7]=1[OH:8]. The catalyst class is: 5.